Dataset: Merck oncology drug combination screen with 23,052 pairs across 39 cell lines. Task: Regression. Given two drug SMILES strings and cell line genomic features, predict the synergy score measuring deviation from expected non-interaction effect. (1) Drug 2: COC1=C2CC(C)CC(OC)C(O)C(C)C=C(C)C(OC(N)=O)C(OC)C=CC=C(C)C(=O)NC(=CC1=O)C2=O. Drug 1: CC1CC2C3CCC4=CC(=O)C=CC4(C)C3(F)C(O)CC2(C)C1(O)C(=O)CO. Synergy scores: synergy=-8.42. Cell line: CAOV3. (2) Drug 1: CC1(c2nc3c(C(N)=O)cccc3[nH]2)CCCN1. Drug 2: Cn1cc(-c2cnn3c(N)c(Br)c(C4CCCNC4)nc23)cn1. Cell line: HT144. Synergy scores: synergy=-51.2. (3) Drug 1: CCC1=CC2CN(C1)Cc1c([nH]c3ccccc13)C(C(=O)OC)(c1cc3c(cc1OC)N(C)C1C(O)(C(=O)OC)C(OC(C)=O)C4(CC)C=CCN5CCC31C54)C2. Drug 2: C=CCn1c(=O)c2cnc(Nc3ccc(N4CCN(C)CC4)cc3)nc2n1-c1cccc(C(C)(C)O)n1. Cell line: SW837. Synergy scores: synergy=-11.2. (4) Drug 1: COC1=C2CC(C)CC(OC)C(O)C(C)C=C(C)C(OC(N)=O)C(OC)C=CC=C(C)C(=O)NC(=CC1=O)C2=O. Drug 2: NC1CCCCC1N.O=C(O)C(=O)O.[Pt+2]. Cell line: SW620. Synergy scores: synergy=-13.6.